The task is: Predict the product of the given reaction.. This data is from Forward reaction prediction with 1.9M reactions from USPTO patents (1976-2016). (1) Given the reactants [Cl:1][C:2]1[CH:7]=[CH:6][C:5]([C:8](=O)[CH:9]=[CH:10]N(C)C)=[CH:4][CH:3]=1.CCO.[C:18]([CH2:20][C:21]([NH2:23])=[S:22])#[N:19].CC(O)=O, predict the reaction product. The product is: [Cl:1][C:2]1[CH:3]=[CH:4][C:5]([C:8]2[N:23]=[C:21]([SH:22])[C:20]([C:18]#[N:19])=[CH:10][CH:9]=2)=[CH:6][CH:7]=1. (2) Given the reactants [F:1][C:2]1[CH:23]=[CH:22][C:5]2[NH:6][C:7]([CH:9]([C:11]3[CH:16]=[CH:15][C:14]([O:17][C:18]([F:21])([F:20])[F:19])=[CH:13][CH:12]=3)O)=[N:8][C:4]=2[CH:3]=1.S(Cl)(Cl)=O.[CH2:28]([SH:30])[CH3:29].CCN(C(C)C)C(C)C, predict the reaction product. The product is: [CH2:28]([S:30][CH:9]([C:11]1[CH:16]=[CH:15][C:14]([O:17][C:18]([F:21])([F:20])[F:19])=[CH:13][CH:12]=1)[C:7]1[NH:6][C:5]2[CH:22]=[CH:23][C:2]([F:1])=[CH:3][C:4]=2[N:8]=1)[CH3:29].